Task: Regression/Classification. Given a drug SMILES string, predict its absorption, distribution, metabolism, or excretion properties. Task type varies by dataset: regression for continuous measurements (e.g., permeability, clearance, half-life) or binary classification for categorical outcomes (e.g., BBB penetration, CYP inhibition). Dataset: cyp1a2_veith.. Dataset: CYP1A2 inhibition data for predicting drug metabolism from PubChem BioAssay (1) The drug is Cc1ccc(C)c(-c2nn(-c3cc(N4CCN(CCO)CC4)ccc3[N+](=O)[O-])c(=O)c3ccccc23)c1. The result is 0 (non-inhibitor). (2) The drug is COc1ccc(Cl)cc1C(=O)NCCc1ccc(S(=O)(=O)NC(=O)NC2CCCCC2)cc1. The result is 0 (non-inhibitor). (3) The drug is COC(=O)[C@H](N)CCCN=C(N)N[N+](=O)[O-]. The result is 0 (non-inhibitor). (4) The molecule is NS(=O)(=O)c1ccc(N=Nc2cc3ccccc3c(C(=O)O)c2O)cc1. The result is 1 (inhibitor). (5) The result is 1 (inhibitor). The drug is COc1ccc2c(c1)CCc1c(-c3noc4c3CCc3cc(OC)ccc3-4)noc1-2. (6) The molecule is Cc1noc(C)c1-c1nc(NC2CC2)c2ccccc2n1. The result is 1 (inhibitor). (7) The molecule is Cc1nc2cnc(N3CCNCC3)nc2n(Cc2cccs2)c1=O. The result is 1 (inhibitor).